This data is from Forward reaction prediction with 1.9M reactions from USPTO patents (1976-2016). The task is: Predict the product of the given reaction. (1) Given the reactants [Br:1][C:2]1[C:3]([CH3:9])=[N:4][C:5](Br)=[CH:6][CH:7]=1.[I-:10].[Na+].C(Cl)(=O)C, predict the reaction product. The product is: [Br:1][C:2]1[C:3]([CH3:9])=[N:4][C:5]([I:10])=[CH:6][CH:7]=1. (2) Given the reactants [F:1][C:2]1[CH:22]=[CH:21][CH:20]=[CH:19][C:3]=1[CH2:4][O:5][C:6]1[CH:7]=[C:8]([CH:13]=[C:14]([N+:16]([O-:18])=[O:17])[CH:15]=1)[C:9]([O:11]C)=[O:10].CO.[OH-].[Na+], predict the reaction product. The product is: [F:1][C:2]1[CH:22]=[CH:21][CH:20]=[CH:19][C:3]=1[CH2:4][O:5][C:6]1[CH:7]=[C:8]([CH:13]=[C:14]([N+:16]([O-:18])=[O:17])[CH:15]=1)[C:9]([OH:11])=[O:10].